From a dataset of Catalyst prediction with 721,799 reactions and 888 catalyst types from USPTO. Predict which catalyst facilitates the given reaction. (1) The catalyst class is: 15. Product: [O:13]1[CH:17]=[CH:16][CH:15]=[C:14]1[CH2:18][S:19]([CH2:22][C:23]1[S:24][CH:25]=[C:26]([C:28]([NH:30][N:31]=[C:5]2[C:4]3[C:8](=[CH:9][CH:10]=[C:2]([I:1])[CH:3]=3)[NH:7][C:6]2=[O:11])=[O:29])[N:27]=1)(=[O:20])=[O:21]. Reactant: [I:1][C:2]1[CH:3]=[C:4]2[C:8](=[CH:9][CH:10]=1)[NH:7][C:6](=[O:11])[C:5]2=O.[O:13]1[CH:17]=[CH:16][CH:15]=[C:14]1[CH2:18][S:19]([CH2:22][C:23]1[S:24][CH:25]=[C:26]([C:28]([NH:30][NH2:31])=[O:29])[N:27]=1)(=[O:21])=[O:20]. (2) Reactant: C[Si]([N-][Si](C)(C)C)(C)C.[Na+].F[C:12]1[C:17]([C:18]2[N:23]=[C:22]([CH3:24])[N:21]=[C:20]([N:25]([CH2:35][C:36]3[CH:41]=[CH:40][C:39]([O:42][CH3:43])=[CH:38][CH:37]=3)[CH2:26][C:27]3[CH:32]=[CH:31][C:30]([O:33][CH3:34])=[CH:29][CH:28]=3)[N:19]=2)=[CH:16][C:15]([C@H:44]([N:46]2[CH2:51][CH2:50][N:49]([S:52]([CH3:55])(=[O:54])=[O:53])[CH2:48][CH2:47]2)[CH3:45])=[CH:14][N:13]=1.[N:56]1[C:65]2[C:60](=[CH:61][CH:62]=[C:63]([NH2:66])[CH:64]=2)[CH:59]=[CH:58][CH:57]=1. Product: [CH3:34][O:33][C:30]1[CH:29]=[CH:28][C:27]([CH2:26][N:25]([CH2:35][C:36]2[CH:41]=[CH:40][C:39]([O:42][CH3:43])=[CH:38][CH:37]=2)[C:20]2[N:21]=[C:22]([CH3:24])[N:23]=[C:18]([C:17]3[C:12]([NH:66][C:63]4[CH:64]=[C:65]5[C:60]([CH:59]=[CH:58][CH:57]=[N:56]5)=[CH:61][CH:62]=4)=[N:13][CH:14]=[C:15]([C@H:44]([N:46]4[CH2:51][CH2:50][N:49]([S:52]([CH3:55])(=[O:53])=[O:54])[CH2:48][CH2:47]4)[CH3:45])[CH:16]=3)[N:19]=2)=[CH:32][CH:31]=1. The catalyst class is: 1. (3) Reactant: [CH3:1][C:2]1[CH:11]=[C:10]([CH2:12][O:13][C:14]2[CH:19]=[CH:18][C:17]([S:20]([NH:23][C@@H:24]3[C@H:29]([C:30]([OH:32])=[O:31])[CH2:28][CH:27]=[CH:26][CH2:25]3)(=[O:22])=[O:21])=[CH:16][CH:15]=2)[C:9]2[C:4](=[CH:5][CH:6]=[CH:7][CH:8]=2)[N:3]=1.[C:33](OC(O[C:33]([CH3:36])([CH3:35])[CH3:34])N(C)C)([CH3:36])([CH3:35])[CH3:34]. Product: [CH3:1][C:2]1[CH:11]=[C:10]([CH2:12][O:13][C:14]2[CH:15]=[CH:16][C:17]([S:20]([NH:23][C@@H:24]3[C@H:29]([C:30]([O:32][C:33]([CH3:36])([CH3:35])[CH3:34])=[O:31])[CH2:28][CH:27]=[CH:26][CH2:25]3)(=[O:21])=[O:22])=[CH:18][CH:19]=2)[C:9]2[C:4](=[CH:5][CH:6]=[CH:7][CH:8]=2)[N:3]=1. The catalyst class is: 11. (4) Reactant: [C:1]1(=O)[NH:5][C:4](=O)[C:3]2=[CH:7][CH:8]=[CH:9][CH:10]=[C:2]12.[NH2:12][C:13]1[CH:18]=[CH:17][CH:16]=[CH:15][N:14]=1.[Fe:19](Cl)Cl. Product: [N:14]1[CH:15]=[CH:16][CH:17]=[CH:18][C:13]=1[N:12]=[C:4]1[C:3]2[C:2](=[CH:10][CH:9]=[CH:8][CH:7]=2)[C:1](=[N:12][C:13]2[CH:18]=[CH:17][CH:16]=[CH:15][N:14]=2)[NH:5]1.[Fe+2:19]. The catalyst class is: 13. (5) Reactant: [Cl:1][C:2]1[CH:3]=[C:4]([C@@H:8]2[C@@H:13]([C:14]3[CH:19]=[CH:18][C:17]([Cl:20])=[CH:16][CH:15]=3)[N:12]([CH:21]([CH2:24][CH3:25])[CH2:22][CH3:23])[C:11](=[O:26])[C@:10]([CH2:28][C:29](O)=[O:30])([CH3:27])[CH2:9]2)[CH:5]=[CH:6][CH:7]=1.C1C=CC2N(O)N=NC=2C=1.C(N(CC)CC)C.Cl.[NH2:50][NH:51][C:52]([NH2:54])=[O:53]. Product: [Cl:1][C:2]1[CH:3]=[C:4]([C@@H:8]2[C@@H:13]([C:14]3[CH:19]=[CH:18][C:17]([Cl:20])=[CH:16][CH:15]=3)[N:12]([CH:21]([CH2:24][CH3:25])[CH2:22][CH3:23])[C:11](=[O:26])[C@:10]([CH2:28][C:29]([NH:50][NH:51][C:52]([NH2:54])=[O:53])=[O:30])([CH3:27])[CH2:9]2)[CH:5]=[CH:6][CH:7]=1. The catalyst class is: 3.